From a dataset of Reaction yield outcomes from USPTO patents with 853,638 reactions. Predict the reaction yield, written as a fraction of the theoretical maximum amount of product (1.0 means a 100% yield; for example, 0.34 means a 34% yield). (1) The reactants are [F:1][C:2]1[CH:3]=[C:4]([N:9]([CH3:32])[CH:10]([C:12]2[CH:13]=[C:14]([C:29](O)=[O:30])[CH:15]=[C:16]3[C:21]=2[O:20][C:19]([N:22]2[CH2:27][CH2:26][O:25][CH2:24][CH2:23]2)=[CH:18][C:17]3=[O:28])[CH3:11])[CH:5]=[C:6]([F:8])[CH:7]=1.CN1CCOCC1.[NH:40]1[CH2:45][CH2:44][CH:43]([OH:46])[CH2:42][CH2:41]1. The catalyst is CN1C(=O)CCC1. The product is [F:1][C:2]1[CH:3]=[C:4]([N:9]([CH3:32])[CH:10]([C:12]2[CH:13]=[C:14]([C:29]([N:40]3[CH2:45][CH2:44][CH:43]([OH:46])[CH2:42][CH2:41]3)=[O:30])[CH:15]=[C:16]3[C:21]=2[O:20][C:19]([N:22]2[CH2:27][CH2:26][O:25][CH2:24][CH2:23]2)=[CH:18][C:17]3=[O:28])[CH3:11])[CH:5]=[C:6]([F:8])[CH:7]=1. The yield is 0.580. (2) The reactants are [N-:1]=[N+:2]=[N-:3].[Na+].Br[CH2:6][C:7]1[CH:16]=[C:15]2[C:10]([C:11]([Cl:19])=[CH:12][C:13]([C:17]#[N:18])=[N:14]2)=[CH:9][CH:8]=1.O. The catalyst is CCO. The product is [N:1]([CH2:6][C:7]1[CH:16]=[C:15]2[C:10]([C:11]([Cl:19])=[CH:12][C:13]([C:17]#[N:18])=[N:14]2)=[CH:9][CH:8]=1)=[N+:2]=[N-:3]. The yield is 0.970. (3) The reactants are [CH2:1](OC1C(Br)=CC=C2C=1N=C(C(O)=O)C=C2)[C:2]1[CH:7]=[CH:6][CH:5]=[CH:4][CH:3]=1.[OH:23][C:24]1[C:33]2[C:28](=[C:29]([Br:34])[CH:30]=[CH:31][CH:32]=2)[N:27]=[C:26]([C:35]([OH:37])=[O:36])[CH:25]=1.[H-].[Na+].[CH2:40](Br)[C:41]1[CH:46]=[CH:45][CH:44]=[CH:43][CH:42]=1. No catalyst specified. The product is [CH2:40]([O:36][C:35]([C:26]1[CH:25]=[C:24]([O:23][CH2:1][C:2]2[CH:7]=[CH:6][CH:5]=[CH:4][CH:3]=2)[C:33]2[C:28](=[C:29]([Br:34])[CH:30]=[CH:31][CH:32]=2)[N:27]=1)=[O:37])[C:41]1[CH:46]=[CH:45][CH:44]=[CH:43][CH:42]=1. The yield is 0.880. (4) The reactants are Cl.[CH3:2][O:3][C:4]([CH:6]1[CH2:11][N:10]([C:12]2[CH:17]=[C:16]([C:18]3[CH:23]=[CH:22][C:21]([Cl:24])=[C:20]([Cl:25])[CH:19]=3)[N:15]=[CH:14][N:13]=2)[CH2:9][CH2:8][N:7]1C(OC(C)(C)C)=O)=[O:5]. The catalyst is O1CCOCC1. The product is [CH3:2][O:3][C:4]([CH:6]1[CH2:11][N:10]([C:12]2[CH:17]=[C:16]([C:18]3[CH:23]=[CH:22][C:21]([Cl:24])=[C:20]([Cl:25])[CH:19]=3)[N:15]=[CH:14][N:13]=2)[CH2:9][CH2:8][NH:7]1)=[O:5]. The yield is 0.870.